This data is from Forward reaction prediction with 1.9M reactions from USPTO patents (1976-2016). The task is: Predict the product of the given reaction. Given the reactants C([O:3][C:4](=[O:31])[CH2:5][C:6]([NH:8][C:9]1[CH:14]=[C:13]([Br:15])[C:12]([O:16][C:17]2[CH:22]=[C:21]([CH:23]([CH3:25])[CH3:24])[C:20]([OH:26])=[C:19]([CH2:27][CH3:28])[CH:18]=2)=[C:11]([Br:29])[C:10]=1[CH3:30])=[O:7])C.[Li+].[OH-].Cl, predict the reaction product. The product is: [Br:29][C:11]1[C:10]([CH3:30])=[C:9]([NH:8][C:6](=[O:7])[CH2:5][C:4]([OH:31])=[O:3])[CH:14]=[C:13]([Br:15])[C:12]=1[O:16][C:17]1[CH:22]=[C:21]([CH:23]([CH3:25])[CH3:24])[C:20]([OH:26])=[C:19]([CH2:27][CH3:28])[CH:18]=1.